This data is from Reaction yield outcomes from USPTO patents with 853,638 reactions. The task is: Predict the reaction yield, written as a fraction of the theoretical maximum amount of product (1.0 means a 100% yield; for example, 0.34 means a 34% yield). (1) The reactants are [CH3:1][CH:2]([CH3:5])[CH2:3][SH:4].F[C:7]1[CH:8]=[C:9]([CH3:16])[CH:10]=[CH:11][C:12]=1[N+:13]([O-:15])=[O:14].[CH2:17]([S:21][C:22]1[CH:28]=[C:27]([CH3:29])[CH:26]=[CH:25][C:23]=1[NH2:24])[CH:18]([CH3:20])[CH3:19].[NH2:30][C:31]1SC=[CH:34][N:35]=1. No catalyst specified. The product is [CH2:3]([S:4][C:7]1[CH:8]=[C:9]([CH3:16])[CH:10]=[CH:11][C:12]=1[N+:13]([O-:15])=[O:14])[CH:2]([CH3:5])[CH3:1].[CH2:17]([S:21][C:22]1[CH:28]=[C:27]([CH3:29])[CH:26]=[CH:25][C:23]=1[NH:24][C:34]([NH:35][C:31]1[S:4][CH:3]=[CH:2][N:30]=1)=[O:14])[CH:18]([CH3:20])[CH3:19]. The yield is 0.670. (2) The reactants are [Cl:1][C:2]1[CH:7]=[CH:6][N:5]=[C:4]([CH:8]=O)[CH:3]=1.[CH3:10][C:11]([S@:14]([NH2:16])=[O:15])([CH3:13])[CH3:12].C([O-])([O-])=O.[Cs+].[Cs+]. The catalyst is C(Cl)Cl. The product is [Cl:1][C:2]1[CH:7]=[CH:6][N:5]=[C:4]([CH:8]=[N:16][S@@:14]([C:11]([CH3:13])([CH3:12])[CH3:10])=[O:15])[CH:3]=1. The yield is 0.736. (3) The reactants are [CH3:1][N:2]1[CH:6]=[CH:5][N:4]=[C:3]1[CH:7]=[O:8].[Br:9]N1C(=O)CCC1=O.O. The catalyst is CN(C=O)C. The product is [Br:9][C:5]1[N:4]=[C:3]([CH:7]=[O:8])[N:2]([CH3:1])[CH:6]=1. The yield is 0.400. (4) The reactants are [CH2:1]([O:8][C:9]1[CH:14]=[CH:13][N:12]([C:15]2[CH:16]=[CH:17][C:18]3[C:19]4[CH2:28][NH:27][CH2:26][CH2:25][C:20]=4[N:21]([CH3:24])[C:22]=3[CH:23]=2)[C:11](=[O:29])[CH:10]=1)[C:2]1[CH:7]=[CH:6][CH:5]=[CH:4][CH:3]=1.C(N(CC)CC)C.[C:37](Cl)(=[O:39])[CH3:38]. The catalyst is C(Cl)Cl. The product is [C:37]([N:27]1[CH2:26][CH2:25][C:20]2[N:21]([CH3:24])[C:22]3[CH:23]=[C:15]([N:12]4[CH:13]=[CH:14][C:9]([O:8][CH2:1][C:2]5[CH:3]=[CH:4][CH:5]=[CH:6][CH:7]=5)=[CH:10][C:11]4=[O:29])[CH:16]=[CH:17][C:18]=3[C:19]=2[CH2:28]1)(=[O:39])[CH3:38]. The yield is 0.360. (5) The reactants are Cl[CH2:2][CH:3]([OH:11])[CH2:4][S:5][CH2:6][CH:7]([OH:10])[CH2:8]Cl.[OH-].[Na+]. The catalyst is C1(C)C=CC=CC=1. The product is [O:10]1[CH2:8][CH:7]1[CH2:6][S:5][CH2:4][CH:3]1[O:11][CH2:2]1. The yield is 0.950. (6) The reactants are [Cl:1][C:2]1[S:6][C:5]([S:7]([NH:10][C:11]2[CH:19]=[CH:18][C:14]([C:15]([OH:17])=[O:16])=[C:13]([OH:20])[CH:12]=2)(=[O:9])=[O:8])=[CH:4][C:3]=1[C:21]1[CH:22]=[CH:23][C:24]2[O:28][CH2:27][CH2:26][C:25]=2[CH:29]=1.[CH3:30][N:31]1[C:35]([CH2:36]O)=[CH:34][N:33]=[C:32]1[N+:38]([O-:40])=[O:39]. No catalyst specified. The product is [Cl:1][C:2]1[S:6][C:5]([S:7]([NH:10][C:11]2[CH:19]=[CH:18][C:14]([C:15]([O:17][CH2:36][C:35]3[N:31]([CH3:30])[C:32]([N+:38]([O-:40])=[O:39])=[N:33][CH:34]=3)=[O:16])=[C:13]([OH:20])[CH:12]=2)(=[O:8])=[O:9])=[CH:4][C:3]=1[C:21]1[CH:22]=[CH:23][C:24]2[O:28][CH2:27][CH2:26][C:25]=2[CH:29]=1. The yield is 0.310. (7) The reactants are FC(F)(F)C(O)=O.[CH3:8][O:9][C:10](=[O:27])[C:11]1[CH:16]=[CH:15][C:14]([O:17][CH2:18][C:19]([O:21]C(C)(C)C)=[O:20])=[C:13]([CH3:26])[CH:12]=1. The catalyst is ClCCl. The product is [CH3:8][O:9][C:10](=[O:27])[C:11]1[CH:16]=[CH:15][C:14]([O:17][CH2:18][C:19]([OH:21])=[O:20])=[C:13]([CH3:26])[CH:12]=1. The yield is 1.00. (8) The reactants are C(NC(C)C)(C)C.C([Li])CCC.[CH2:13]([N:19]1[C:27]2[C:22](=[CH:23][CH:24]=[CH:25][CH:26]=2)[CH:21]([C:28]2[C:36]([OH:37])=[CH:35][C:31]3[O:32][CH2:33][O:34][C:30]=3[CH:29]=2)[C:20]1=[O:38])[CH2:14][CH2:15][CH2:16][CH2:17][CH3:18].Br[CH2:40][C:41]([O:43][CH2:44][CH3:45])=[O:42]. The catalyst is C1COCC1. The product is [CH2:44]([O:43][C:41](=[O:42])[CH2:40][C:21]1([C:28]2[C:36]([OH:37])=[CH:35][C:31]3[O:32][CH2:33][O:34][C:30]=3[CH:29]=2)[C:22]2[C:27](=[CH:26][CH:25]=[CH:24][CH:23]=2)[N:19]([CH2:13][CH2:14][CH2:15][CH2:16][CH2:17][CH3:18])[C:20]1=[O:38])[CH3:45]. The yield is 0.0800. (9) The reactants are C(OC([N:8]1[CH2:13][CH2:12][CH:11]([C:14]2[CH:19]=[CH:18][C:17]([F:20])=[C:16]([NH:21][C:22](=[O:40])[CH2:23][CH2:24][C:25]3[CH:30]=[CH:29][C:28]([O:31][C:32]4[CH:37]=[CH:36][C:35]([F:38])=[C:34]([F:39])[CH:33]=4)=[CH:27][CH:26]=3)[CH:15]=2)[CH2:10][CH2:9]1)=O)(C)(C)C.FC(F)(F)C(O)=O. The catalyst is C(Cl)Cl. The product is [F:39][C:34]1[CH:33]=[C:32]([CH:37]=[CH:36][C:35]=1[F:38])[O:31][C:28]1[CH:29]=[CH:30][C:25]([CH2:24][CH2:23][C:22]([NH:21][C:16]2[CH:15]=[C:14]([CH:11]3[CH2:10][CH2:9][NH:8][CH2:13][CH2:12]3)[CH:19]=[CH:18][C:17]=2[F:20])=[O:40])=[CH:26][CH:27]=1. The yield is 0.920. (10) The reactants are [O:1]=[CH:2][C@@H:3]([C@@H:5]([C@@H:7]([C@H:9]([CH3:11])[OH:10])[OH:8])[OH:6])[OH:4]. The catalyst is O.[O-][Mo]([O-])(=O)=O. The product is [O:1]=[CH:2][C@H:3]([C@@H:5]([C@@H:7]([C@H:9]([CH3:11])[OH:10])[OH:8])[OH:6])[OH:4]. The yield is 0.540.